Dataset: Catalyst prediction with 721,799 reactions and 888 catalyst types from USPTO. Task: Predict which catalyst facilitates the given reaction. (1) Reactant: [CH3:1][CH:2]([CH3:30])[CH:3]([N:9]1[CH2:13][CH2:12][N:11]([CH2:14][C:15]2[CH:20]=[CH:19][C:18]([O:21][CH2:22][C:23]3[CH:28]=[CH:27][N:26]=[CH:25][CH:24]=3)=[CH:17][CH:16]=2)[C:10]1=[O:29])[C:4]([O:6]CC)=[O:5].[OH-].[Na+]. Product: [CH3:1][CH:2]([CH3:30])[CH:3]([N:9]1[CH2:13][CH2:12][N:11]([CH2:14][C:15]2[CH:20]=[CH:19][C:18]([O:21][CH2:22][C:23]3[CH:28]=[CH:27][N:26]=[CH:25][CH:24]=3)=[CH:17][CH:16]=2)[C:10]1=[O:29])[C:4]([OH:6])=[O:5]. The catalyst class is: 5. (2) Reactant: [OH:1][C:2]([C:5]1[CH:6]=[N:7][C:8]2[C:13]([CH:14]=1)=[CH:12][CH:11]=[C:10]([NH:15]C(=O)OCC1C=CC=CC=1)[CH:9]=2)([CH3:4])[CH3:3]. Product: [NH2:15][C:10]1[CH:9]=[C:8]2[C:13]([CH:14]=[C:5]([C:2]([OH:1])([CH3:3])[CH3:4])[CH:6]=[N:7]2)=[CH:12][CH:11]=1. The catalyst class is: 43.